This data is from Tox21: 12 toxicity assays (nuclear receptors and stress response pathways). The task is: Binary classification across 12 toxicity assays. (1) The compound is OC(c1ccc(F)cc1)(c1cncnc1)c1ccccc1Cl. It tested positive (active) for: NR-Aromatase (Aromatase enzyme inhibition), and NR-ER-LBD (Estrogen Receptor Ligand Binding Domain agonist). (2) The drug is CCCCCCCCCCCCCCCCCC(=O)[O-].OCC[NH+](CCO)CCO. It tested positive (active) for: NR-AhR (Aryl hydrocarbon Receptor agonist activity), NR-ER (Estrogen Receptor agonist activity), and NR-ER-LBD (Estrogen Receptor Ligand Binding Domain agonist). (3) The drug is O=C1C(O)=C([C@H]2CC[C@H](c3ccc(Cl)cc3)CC2)C(=O)c2ccccc21. It tested positive (active) for: NR-AhR (Aryl hydrocarbon Receptor agonist activity), SR-ARE (Antioxidant Response Element (oxidative stress)), and SR-p53 (p53 tumor suppressor activation). (4) The compound is CC(=O)[C@H]1CC[C@H]2[C@@H]3CC=C4C[C@@H](O)CC[C@]4(C)[C@H]3CC[C@]12C. It tested positive (active) for: NR-ER (Estrogen Receptor agonist activity), NR-ER-LBD (Estrogen Receptor Ligand Binding Domain agonist), and SR-ARE (Antioxidant Response Element (oxidative stress)). (5) The molecule is CC(C)OC(=O)Nc1ccc2[nH]c(-c3cscn3)nc2c1. It tested positive (active) for: NR-AhR (Aryl hydrocarbon Receptor agonist activity), NR-ER (Estrogen Receptor agonist activity), SR-ATAD5 (ATAD5 genotoxicity (DNA damage)), and SR-p53 (p53 tumor suppressor activation). (6) The drug is Nc1ccc(C(=O)Oc2ccccc2)c(O)c1. It tested positive (active) for: NR-ER (Estrogen Receptor agonist activity), NR-ER-LBD (Estrogen Receptor Ligand Binding Domain agonist), and SR-ATAD5 (ATAD5 genotoxicity (DNA damage)).